From a dataset of Forward reaction prediction with 1.9M reactions from USPTO patents (1976-2016). Predict the product of the given reaction. (1) The product is: [CH:16]1([C:8]2[CH:9]=[N:10][CH:11]=[C:12]([CH:15]=2)[C:13]#[N:14])[CH2:18][CH2:17]1. Given the reactants C(=O)([O-])[O-].[Cs+].[Cs+].Br[C:8]1[CH:9]=[N:10][CH:11]=[C:12]([CH:15]=1)[C:13]#[N:14].[CH:16]1(B(O)O)[CH2:18][CH2:17]1.C(Cl)Cl, predict the reaction product. (2) Given the reactants CS[C:3]1[NH:4][C:5](=[O:14])[C:6]([C:9]([O:11][CH2:12][CH3:13])=[O:10])=[CH:7][N:8]=1.[N:15]1([C:21]2[CH:27]=[CH:26][C:24]([NH2:25])=[CH:23][CH:22]=2)[CH2:20][CH2:19][CH2:18][CH2:17][CH2:16]1, predict the reaction product. The product is: [O:14]=[C:5]1[NH:4][C:3]([NH:25][C:24]2[CH:23]=[CH:22][C:21]([N:15]3[CH2:20][CH2:19][CH2:18][CH2:17][CH2:16]3)=[CH:27][CH:26]=2)=[N:8][CH:7]=[C:6]1[C:9]([O:11][CH2:12][CH3:13])=[O:10].